Predict the reactants needed to synthesize the given product. From a dataset of Full USPTO retrosynthesis dataset with 1.9M reactions from patents (1976-2016). (1) Given the product [OH:26][CH:27]1[CH2:36][CH2:35][CH2:34][C:33]2[CH:32]=[C:31]([O:37][S:38]([C:41]([F:44])([F:42])[F:43])(=[O:40])=[O:39])[CH:30]=[CH:29][C:28]1=2, predict the reactants needed to synthesize it. The reactants are: B1(C)OC(C2C=CC=CC=2)(C2C=CC=CC=2)[C@@H]2N1CCC2.B.CSC.[O:26]=[C:27]1[CH2:36][CH2:35][CH2:34][C:33]2[CH:32]=[C:31]([O:37][S:38]([C:41]([F:44])([F:43])[F:42])(=[O:40])=[O:39])[CH:30]=[CH:29][C:28]1=2. (2) Given the product [CH3:1][N:2]1[C:10]([CH2:11][N:12]2[CH2:13][CH2:14][CH:15]([C:18]([OH:21])([CH3:19])[CH3:20])[CH2:16][CH2:17]2)=[N:9][C:8]2[C:3]1=[N:4][C:5]([C:42]1[N:47]3[CH:48]=[C:49]([CH3:51])[N:50]=[C:46]3[CH:45]=[CH:44][CH:43]=1)=[N:6][C:7]=2[N:22]1[CH2:27][CH2:26][O:25][CH2:24][CH2:23]1, predict the reactants needed to synthesize it. The reactants are: [CH3:1][N:2]1[C:10]([CH2:11][N:12]2[CH2:17][CH2:16][CH:15]([C:18]([OH:21])([CH3:20])[CH3:19])[CH2:14][CH2:13]2)=[N:9][C:8]2[C:3]1=[N:4][C:5]([Sn](CCCC)(CCCC)CCCC)=[N:6][C:7]=2[N:22]1[CH2:27][CH2:26][O:25][CH2:24][CH2:23]1.Br[C:42]1[N:47]2[CH:48]=[C:49]([CH3:51])[N:50]=[C:46]2[CH:45]=[CH:44][CH:43]=1. (3) Given the product [CH3:14][N:23]1[C:31]2[C:26](=[C:27]([O:13][C:9]3[CH:10]=[CH:11][CH:12]=[C:7]([N:4]4[CH2:3][CH2:2][O:1][CH2:6][CH2:5]4)[CH:8]=3)[CH:28]=[CH:29][CH:30]=2)[C:25]2([C:43]3[C:34](=[CH:35][C:36]4[O:41][CH2:40][CH2:39][O:38][C:37]=4[CH:42]=3)[O:33][CH2:32]2)[C:24]1=[O:44], predict the reactants needed to synthesize it. The reactants are: [O:1]1[CH2:6][CH2:5][N:4]([C:7]2[CH:8]=[C:9]([OH:13])[CH:10]=[CH:11][CH:12]=2)[CH2:3][CH2:2]1.[CH3:14]OC1C=C(O)C=CC=1.[NH:23]1[C:31]2[C:26](=[CH:27][CH:28]=[CH:29][CH:30]=2)[C:25]2([C:43]3[C:34](=[CH:35][C:36]4[O:41][CH2:40][CH2:39][O:38][C:37]=4[CH:42]=3)[O:33][CH2:32]2)[C:24]1=[O:44]. (4) Given the product [Cl:12][C:13]1[CH:18]=[CH:17][CH:16]=[CH:15][C:14]=1[O:19][CH2:22][CH2:21][C:20]#[N:23], predict the reactants needed to synthesize it. The reactants are: CC([O-])(C)C.[K+].C1COCC1.[Cl:12][C:13]1[CH:18]=[CH:17][CH:16]=[CH:15][C:14]=1[OH:19].[C:20](#[N:23])[CH:21]=[CH2:22]. (5) Given the product [CH3:31][O:32][C:33]1[C:34](=[O:57])[C:35]([CH3:56])=[C:36]([CH2:42][C:43]2[CH:44]=[CH:45][C:46]([O:52][C:53](=[O:55])[CH3:54])=[C:47]([CH:51]=2)[C:48]([NH:1][C:2]2[CH:14]=[CH:13][C:5]([C:6]([O:8][C:9]([CH3:10])([CH3:11])[CH3:12])=[O:7])=[CH:4][CH:3]=2)=[O:49])[C:37](=[O:41])[C:38]=1[O:39][CH3:40], predict the reactants needed to synthesize it. The reactants are: [NH2:1][C:2]1[CH:14]=[CH:13][C:5]([C:6]([O:8][C:9]([CH3:12])([CH3:11])[CH3:10])=[O:7])=[CH:4][CH:3]=1.C(N(CC)CC)C.[Cl-].ClC1N(C)CC[NH+]1C.[CH3:31][O:32][C:33]1[C:34](=[O:57])[C:35]([CH3:56])=[C:36]([CH2:42][C:43]2[CH:44]=[CH:45][C:46]([O:52][C:53](=[O:55])[CH3:54])=[C:47]([CH:51]=2)[C:48](O)=[O:49])[C:37](=[O:41])[C:38]=1[O:39][CH3:40]. (6) Given the product [CH2:37]([O:23][C:22](=[O:24])[C:21]1[CH:20]=[CH:19][C:18]([NH:17][C:15](=[O:16])[C:14]2[CH:27]=[C:28]([O:32][CH3:33])[C:29]([O:30][CH3:31])=[C:12]([NH:11][S:8]([C:6]3[CH:7]=[C:2]([Cl:1])[CH:3]=[CH:4][C:5]=3[O:34][CH3:35])(=[O:9])=[O:10])[CH:13]=2)=[CH:26][CH:25]=1)[CH3:42], predict the reactants needed to synthesize it. The reactants are: [Cl:1][C:2]1[CH:3]=[CH:4][C:5]([O:34][CH3:35])=[C:6]([S:8]([NH:11][C:12]2[CH:13]=[C:14]([CH:27]=[C:28]([O:32][CH3:33])[C:29]=2[O:30][CH3:31])[C:15]([NH:17][C:18]2[CH:26]=[CH:25][C:21]([C:22]([OH:24])=[O:23])=[CH:20][CH:19]=2)=[O:16])(=[O:10])=[O:9])[CH:7]=1.Cl[C:37]1C=CC(OC)=C(S(Cl)(=O)=O)[CH:42]=1. (7) Given the product [OH:16][CH2:15][CH2:14][CH2:13][O:11]/[N:10]=[C:8](/[C:3]1[CH:4]=[CH:5][CH:6]=[CH:7][C:2]=1[NH2:1])\[CH3:9], predict the reactants needed to synthesize it. The reactants are: [NH2:1][C:2]1[CH:7]=[CH:6][CH:5]=[CH:4][C:3]=1/[C:8](=[N:10]/[OH:11])/[CH3:9].Cl[CH2:13][CH2:14][CH2:15][OH:16]. (8) Given the product [Cl:35][C:36]1[CH:37]=[C:38]([CH:43]=[CH:44][C:45]=1[O:46][CH2:47][CH:48]1[CH2:52][CH2:51][CH2:50][N:49]1[C:21](=[O:23])[CH2:20][C:5]1[CH:6]=[CH:7][C:8]([NH:9][C:10]([NH:12][C:13]2[CH:18]=[CH:17][CH:16]=[CH:15][C:14]=2[CH3:19])=[O:11])=[C:3]([O:2][CH3:1])[CH:4]=1)[C:39]([O:41][CH3:42])=[O:40], predict the reactants needed to synthesize it. The reactants are: [CH3:1][O:2][C:3]1[CH:4]=[C:5]([CH2:20][C:21]([O:23]C2C(F)=C(F)C(F)=C(F)C=2F)=O)[CH:6]=[CH:7][C:8]=1[NH:9][C:10]([NH:12][C:13]1[CH:18]=[CH:17][CH:16]=[CH:15][C:14]=1[CH3:19])=[O:11].[Cl:35][C:36]1[CH:37]=[C:38]([CH:43]=[CH:44][C:45]=1[O:46][CH2:47][CH:48]1[CH2:52][CH2:51][CH2:50][NH:49]1)[C:39]([O:41][CH3:42])=[O:40].CCN(CC)CC. (9) Given the product [OH:1][C@@:2]1([CH2:9][NH:10][C:11]([C:13]2[C:14]3[CH:15]=[CH:16][C:17]([N:27]4[CH2:28][CH2:33][CH:32]([CH2:36][OH:38])[CH2:31]4)=[N:18][C:19]=3[CH:20]=[CH:21][C:22]=2[Cl:23])=[O:12])[CH2:7][CH2:6][CH2:5][C@H:4]([CH3:8])[CH2:3]1, predict the reactants needed to synthesize it. The reactants are: [OH:1][C@@:2]1([CH2:9][NH:10][C:11]([C:13]2[C:14]3[CH:15]=[CH:16][C:17](Cl)=[N:18][C:19]=3[CH:20]=[CH:21][C:22]=2[Cl:23])=[O:12])[CH2:7][CH2:6][CH2:5][C@H:4]([CH3:8])[CH2:3]1.ClC1C=C[C:33]2[C:32]([C:36]([OH:38])=O)=[C:31](Cl)C=C[C:28]=2[N:27]=1.CCN(C(C)C)C(C)C.OCC1CCNC1. (10) Given the product [CH2:23]([N:30]1[CH:34]=[C:33]([C:35]([O:37][CH2:38][CH3:39])=[O:36])[C:32]([O:40][CH2:21][C:19]2[CH:18]=[CH:17][C:3]([O:4][CH2:5][C:6]3[N:7]=[C:8]([C:12]4[O:13][CH:14]=[CH:15][CH:16]=4)[O:9][C:10]=3[CH3:11])=[C:2]([Br:1])[CH:20]=2)=[N:31]1)[C:24]1[CH:25]=[CH:26][CH:27]=[CH:28][CH:29]=1, predict the reactants needed to synthesize it. The reactants are: [Br:1][C:2]1[CH:20]=[C:19]([CH2:21]Cl)[CH:18]=[CH:17][C:3]=1[O:4][CH2:5][C:6]1[N:7]=[C:8]([C:12]2[O:13][CH:14]=[CH:15][CH:16]=2)[O:9][C:10]=1[CH3:11].[CH2:23]([N:30]1[CH:34]=[C:33]([C:35]([O:37][CH2:38][CH3:39])=[O:36])[C:32]([OH:40])=[N:31]1)[C:24]1[CH:29]=[CH:28][CH:27]=[CH:26][CH:25]=1.C(=O)([O-])[O-].[K+].[K+].CN(C)C=O.